Dataset: Forward reaction prediction with 1.9M reactions from USPTO patents (1976-2016). Task: Predict the product of the given reaction. Given the reactants [N:1]1([C:6]2[CH:13]=[CH:12][C:9]([CH:10]=[O:11])=[CH:8][CH:7]=2)[CH:5]=[CH:4][CH:3]=[N:2]1.[Cl:14][C:15]1[CH:20]=[CH:19][C:18]([NH:21][C:22]([CH:24]2[CH2:29][CH2:28][CH2:27][NH:26][CH2:25]2)=[O:23])=[CH:17][CH:16]=1.C([O-])([O-])=O.[K+].[K+].[CH3:36][CH2:37][CH2:38][CH2:39]O, predict the reaction product. The product is: [N:1]1([C:6]2[CH:13]=[CH:12][C:9]([CH:10]([O:11][CH2:36][CH2:37][CH2:38][CH3:39])[N:26]3[CH2:27][CH2:28][CH2:29][CH:24]([C:22]([NH:21][C:18]4[CH:17]=[CH:16][C:15]([Cl:14])=[CH:20][CH:19]=4)=[O:23])[CH2:25]3)=[CH:8][CH:7]=2)[CH:5]=[CH:4][CH:3]=[N:2]1.